This data is from NCI-60 drug combinations with 297,098 pairs across 59 cell lines. The task is: Regression. Given two drug SMILES strings and cell line genomic features, predict the synergy score measuring deviation from expected non-interaction effect. Drug 1: CC1C(C(CC(O1)OC2CC(CC3=C2C(=C4C(=C3O)C(=O)C5=C(C4=O)C(=CC=C5)OC)O)(C(=O)C)O)N)O.Cl. Drug 2: C1CC(=O)NC(=O)C1N2C(=O)C3=CC=CC=C3C2=O. Cell line: COLO 205. Synergy scores: CSS=5.91, Synergy_ZIP=2.32, Synergy_Bliss=-5.20, Synergy_Loewe=-46.4, Synergy_HSA=-6.68.